Predict the product of the given reaction. From a dataset of Forward reaction prediction with 1.9M reactions from USPTO patents (1976-2016). (1) Given the reactants C([Li])CCC.C(NC(C)C)(C)C.[C:13]1([CH:19]2[CH2:24][CH2:23][O:22][C:20]2=[O:21])[CH:18]=[CH:17][CH:16]=[CH:15][CH:14]=1.[CH3:25][O:26][CH2:27]Cl, predict the reaction product. The product is: [C:13]1([C:19]2([CH2:25][O:26][CH3:27])[CH2:24][CH2:23][O:22][C:20]2=[O:21])[CH:14]=[CH:15][CH:16]=[CH:17][CH:18]=1. (2) Given the reactants [CH3:1][O:2][C:3]1[CH:32]=[CH:31][C:6]([CH2:7][N:8]2[CH2:12][CH2:11][C:10]3([CH2:17][CH2:16][N:15]([CH2:18][C@@H:19]4[C@@H:23]([C:24]5[CH:29]=[CH:28][CH:27]=[CH:26][CH:25]=5)[CH2:22][NH:21][CH2:20]4)[CH2:14][CH2:13]3)[C:9]2=[O:30])=[CH:5][CH:4]=1.[CH:33]([O:36][C:37]([Cl:39])=[O:38])([CH3:35])[CH3:34].C(N(CC)CC)C.C(=O)(O)[O-].[Na+], predict the reaction product. The product is: [ClH:39].[CH:33]([O:36][C:37]([N:21]1[CH2:22][C@H:23]([C:24]2[CH:25]=[CH:26][CH:27]=[CH:28][CH:29]=2)[C@@H:19]([CH2:18][N:15]2[CH2:16][CH2:17][C:10]3([C:9](=[O:30])[N:8]([CH2:7][C:6]4[CH:5]=[CH:4][C:3]([O:2][CH3:1])=[CH:32][CH:31]=4)[CH2:12][CH2:11]3)[CH2:13][CH2:14]2)[CH2:20]1)=[O:38])([CH3:35])[CH3:34]. (3) Given the reactants C([Sn](CCCC)(CCCC)[C:6]1[S:7][CH:8]=[CH:9][N:10]=1)CCC.Br[C:20]1[CH:26]=[C:25]([CH3:27])[CH:24]=[CH:23][C:21]=1[NH2:22], predict the reaction product. The product is: [CH3:27][C:25]1[CH:24]=[CH:23][C:21]([NH2:22])=[C:20]([C:6]2[S:7][CH:8]=[CH:9][N:10]=2)[CH:26]=1.